Dataset: Catalyst prediction with 721,799 reactions and 888 catalyst types from USPTO. Task: Predict which catalyst facilitates the given reaction. The catalyst class is: 2. Reactant: [NH2:1][C:2]1[C:3]2[N:11]=[CH:10][CH:9]=[C:8]([C:12]([NH:14][C:15]3[C:20]([C:21]#[N:22])=[CH:19][CH:18]=[C:17]([N:23](CC4C=CC(OC)=CC=4)[S:24]([CH2:27][CH2:28][CH2:29][F:30])(=[O:26])=[O:25])[C:16]=3[F:40])=[O:13])[C:4]=2[N:5]=[CH:6][N:7]=1.FC(F)(F)C(O)=[O:44]. Product: [C:21]([C:20]1[C:15]([NH:14][C:12]([C:8]2[C:4]3[N:5]=[CH:6][N:7]=[C:2]([NH2:1])[C:3]=3[N:11]=[CH:10][CH:9]=2)=[O:13])=[C:16]([F:40])[C:17]([NH:23][S:24]([CH2:27][CH2:28][CH2:29][F:30])(=[O:26])=[O:25])=[CH:18][CH:19]=1)(=[O:44])[NH2:22].